This data is from Full USPTO retrosynthesis dataset with 1.9M reactions from patents (1976-2016). The task is: Predict the reactants needed to synthesize the given product. Given the product [CH2:24]([C:5]1[CH:4]=[C:3](/[CH:1]=[CH:29]/[N+:26]([O-:28])=[O:27])[CH:8]=[CH:7][C:6]=1[N:9]=[C:10]1[S:14][CH2:13][C:12]2([CH2:18][CH2:17][CH2:16][CH2:15]2)[N:11]1[CH:19]1[CH2:20][CH2:21][CH2:22][CH2:23]1)[CH3:25], predict the reactants needed to synthesize it. The reactants are: [CH:1]([C:3]1[CH:8]=[CH:7][C:6]([N:9]=[C:10]2[S:14][CH2:13][C:12]3([CH2:18][CH2:17][CH2:16][CH2:15]3)[N:11]2[CH:19]2[CH2:23][CH2:22][CH2:21][CH2:20]2)=[C:5]([CH2:24][CH3:25])[CH:4]=1)=O.[N+:26]([CH3:29])([O-:28])=[O:27].